Dataset: Full USPTO retrosynthesis dataset with 1.9M reactions from patents (1976-2016). Task: Predict the reactants needed to synthesize the given product. (1) Given the product [CH:16]1([NH:15][C:14](=[N:13][CH:7]2[CH2:12][CH2:11][CH2:10][CH2:9][CH2:8]2)[O:6][N:5]=[C:2]([CH2:3][CH3:4])[CH3:1])[CH2:17][CH2:18][CH2:19][CH2:20][CH2:21]1, predict the reactants needed to synthesize it. The reactants are: [CH3:1][C:2](=[N:5][OH:6])[CH2:3][CH3:4].[CH:7]1([N:13]=[C:14]=[N:15][CH:16]2[CH2:21][CH2:20][CH2:19][CH2:18][CH2:17]2)[CH2:12][CH2:11][CH2:10][CH2:9][CH2:8]1. (2) Given the product [C:31]([O:1][NH:2][C:3](=[NH:30])[C:4]1[CH:5]=[CH:6][C:7]([CH2:8][N:9]([CH2:17][C:18]2[CH:23]=[CH:22][C:21]([C:24]([F:26])([F:25])[F:27])=[CH:20][CH:19]=2)[C:10](=[O:16])[O:11][C:12]([CH3:14])([CH3:15])[CH3:13])=[CH:28][CH:29]=1)(=[O:43])[CH2:32][CH2:33][CH2:34][CH2:35][CH2:36][CH2:37][CH2:38][CH2:39][CH2:40][CH2:41][CH3:42], predict the reactants needed to synthesize it. The reactants are: [OH:1][NH:2][C:3](=[NH:30])[C:4]1[CH:29]=[CH:28][C:7]([CH2:8][N:9]([CH2:17][C:18]2[CH:23]=[CH:22][C:21]([C:24]([F:27])([F:26])[F:25])=[CH:20][CH:19]=2)[C:10](=[O:16])[O:11][C:12]([CH3:15])([CH3:14])[CH3:13])=[CH:6][CH:5]=1.[C:31](O)(=[O:43])[CH2:32][CH2:33][CH2:34][CH2:35][CH2:36][CH2:37][CH2:38][CH2:39][CH2:40][CH2:41][CH3:42].